Dataset: Catalyst prediction with 721,799 reactions and 888 catalyst types from USPTO. Task: Predict which catalyst facilitates the given reaction. (1) Reactant: [F:1][C:2]([F:32])([F:31])[C:3]1[CH:4]=[C:5]([NH:9][C:10]([C:12]2[C:21]3[C:16](=[CH:17][C:18]([O:22][C:23]4[CH:28]=[C:27]([CH2:29][OH:30])[N:26]=[CH:25][N:24]=4)=[CH:19][CH:20]=3)[CH:15]=[CH:14][CH:13]=2)=[O:11])[CH:6]=[CH:7][CH:8]=1. Product: [OH2:11].[F:32][C:2]([F:1])([F:31])[C:3]1[CH:4]=[C:5]([NH:9][C:10]([C:12]2[C:21]3[C:16](=[CH:17][C:18]([O:22][C:23]4[CH:28]=[C:27]([CH2:29][OH:30])[N:26]=[CH:25][N:24]=4)=[CH:19][CH:20]=3)[CH:15]=[CH:14][CH:13]=2)=[O:11])[CH:6]=[CH:7][CH:8]=1.[OH:30][CH2:29][C:27]1[N:26]=[CH:25][N:24]=[C:23]([O:22][C:18]2[CH:17]=[C:16]3[C:21](=[CH:20][CH:19]=2)[C:12]([C:10]([NH:9][C:5]2[CH:6]=[CH:7][CH:8]=[C:3]([C:2]([F:31])([F:32])[F:1])[CH:4]=2)=[O:11])=[CH:13][CH:14]=[CH:15]3)[CH:28]=1. The catalyst class is: 40. (2) Reactant: [F:1][C:2]1[CH:10]=[CH:9][C:5]([C:6](Cl)=[O:7])=[CH:4][CH:3]=1.[NH2:11][C:12]1[S:16][C:15]([NH:17][C:18]2[C:27]3[C:22](=[CH:23][CH:24]=[CH:25][CH:26]=3)[N:21]=[CH:20][CH:19]=2)=[N:14][C:13]=1[C:28]([NH2:30])=[O:29]. Product: [F:1][C:2]1[CH:10]=[CH:9][C:5]([C:6]([NH:11][C:12]2[S:16][C:15]([NH:17][C:18]3[C:27]4[C:22](=[CH:23][CH:24]=[CH:25][CH:26]=4)[N:21]=[CH:20][CH:19]=3)=[N:14][C:13]=2[C:28]([NH2:30])=[O:29])=[O:7])=[CH:4][CH:3]=1. The catalyst class is: 377. (3) Reactant: [C:1]([C:4]1[C:11]([OH:12])=[CH:10][C:7]([C:8]#[N:9])=[C:6]([CH3:13])[CH:5]=1)(=[O:3])[CH3:2].[I:14]N1C(=O)CCC1=O. Product: [C:1]([C:4]1[CH:5]=[C:6]([CH3:13])[C:7]([C:8]#[N:9])=[C:10]([I:14])[C:11]=1[OH:12])(=[O:3])[CH3:2]. The catalyst class is: 342. (4) Reactant: [CH3:1][C:2]1[CH2:3][C@H:4]2[C:11](=[O:12])[N:10]3[C@H:6]([CH2:7][O:8][C@@H:9]3[C:13]3[CH:18]=[CH:17][CH:16]=[CH:15][CH:14]=3)[C@H:5]2[CH:19]=1. Product: [CH3:1][CH:2]1[CH2:19][C@@H:5]2[C@@H:6]3[N:10]([C:11](=[O:12])[C@@H:4]2[CH2:3]1)[C@@H:9]([C:13]1[CH:18]=[CH:17][CH:16]=[CH:15][CH:14]=1)[O:8][CH2:7]3. The catalyst class is: 50. (5) Product: [C:2]([C:5]1[N:6]([CH2:23][C:24]2[CH:25]=[CH:26][C:27]([CH2:30][NH:31][C:39](=[O:41])[CH3:40])=[CH:28][CH:29]=2)[C:7](=[O:22])[C:8]2[C:13]([C:14]=1[C:15]1[CH:16]=[CH:17][CH:18]=[CH:19][CH:20]=1)=[CH:12][C:11]([Br:21])=[CH:10][CH:9]=2)(=[O:4])[CH3:3]. Reactant: Cl.[C:2]([C:5]1[N:6]([CH2:23][C:24]2[CH:29]=[CH:28][C:27]([CH2:30][NH2:31])=[CH:26][CH:25]=2)[C:7](=[O:22])[C:8]2[C:13]([C:14]=1[C:15]1[CH:20]=[CH:19][CH:18]=[CH:17][CH:16]=1)=[CH:12][C:11]([Br:21])=[CH:10][CH:9]=2)(=[O:4])[CH3:3].C(N(CC)CC)C.[C:39](OC(=O)C)(=[O:41])[CH3:40]. The catalyst class is: 630. (6) Reactant: [CH3:1][C:2]([CH3:17])([O:4][C:5]([NH:7][C:8]1[S:9][C:10]([C:14]([OH:16])=O)=[C:11]([CH3:13])[N:12]=1)=[O:6])[CH3:3].[CH:18]1([C@@H:24]([NH2:26])[CH3:25])[CH2:23][CH2:22][CH2:21][CH2:20][CH2:19]1.CCN=C=NCCCN(C)C. The catalyst class is: 3. Product: [CH:18]1([C@@H:24]([NH:26][C:14]([C:10]2[S:9][C:8]([NH:7][C:5]([O:4][C:2]([CH3:1])([CH3:3])[CH3:17])=[O:6])=[N:12][C:11]=2[CH3:13])=[O:16])[CH3:25])[CH2:23][CH2:22][CH2:21][CH2:20][CH2:19]1.